This data is from Peptide-MHC class I binding affinity with 185,985 pairs from IEDB/IMGT. The task is: Regression. Given a peptide amino acid sequence and an MHC pseudo amino acid sequence, predict their binding affinity value. This is MHC class I binding data. (1) The peptide sequence is GRVIPRMLY. The MHC is HLA-B27:05 with pseudo-sequence HLA-B27:05. The binding affinity (normalized) is 0.276. (2) The peptide sequence is FFTELENKK. The MHC is HLA-A03:01 with pseudo-sequence HLA-A03:01. The binding affinity (normalized) is 0.